From a dataset of Full USPTO retrosynthesis dataset with 1.9M reactions from patents (1976-2016). Predict the reactants needed to synthesize the given product. (1) Given the product [CH2:1]([O:38][C:28]1[CH:29]=[CH:30][C:31]([O:32][CH:33]([CH3:37])[CH2:34][O:35][CH3:36])=[C:26]([C:24]2[NH:23][N:22]=[C:21]([O:20][CH3:19])[CH:25]=2)[CH:27]=1)[CH3:2], predict the reactants needed to synthesize it. The reactants are: [CH2:1]1CCN(C(N=NC(N2CCCCC2)=O)=O)C[CH2:2]1.[CH3:19][O:20][C:21]1[CH:25]=[C:24]([C:26]2[CH:27]=[C:28]([OH:38])[CH:29]=[CH:30][C:31]=2[O:32][CH:33]([CH3:37])[CH2:34][O:35][CH3:36])[NH:23][N:22]=1.C(O)C.C(P(CCCC)CCCC)CCC. (2) Given the product [OH:6][CH2:7][CH2:2][CH2:3][C:4]([OH:5])=[O:10].[CH3:12][N:11]1[C:9](=[O:10])[CH2:8][CH2:2][CH2:13]1, predict the reactants needed to synthesize it. The reactants are: O.[CH2:2]1[CH2:7][O:6][C:4](=[O:5])[CH2:3]1.[CH3:8][C:9]([N:11]([CH3:13])[CH3:12])=[O:10].